From a dataset of Catalyst prediction with 721,799 reactions and 888 catalyst types from USPTO. Predict which catalyst facilitates the given reaction. (1) Reactant: C(OC(=O)[NH:7][C:8]1[CH:13]=[CH:12][C:11]([C:14]2[CH:19]=[CH:18][C:17]([F:20])=[CH:16][C:15]=2[O:21]COC)=[CH:10][C:9]=1[NH:25][C:26](=[O:41])[CH2:27][C:28]([C:30]1[CH:35]=[CH:34][CH:33]=[C:32]([N:36]2[CH:40]=[CH:39][N:38]=[CH:37]2)[CH:31]=1)=O)(C)(C)C.C(O)(C(F)(F)F)=O. Product: [F:20][C:17]1[CH:18]=[CH:19][C:14]([C:11]2[CH:12]=[CH:13][C:8]3[N:7]=[C:28]([C:30]4[CH:35]=[CH:34][CH:33]=[C:32]([N:36]5[CH:40]=[CH:39][N:38]=[CH:37]5)[CH:31]=4)[CH2:27][C:26](=[O:41])[NH:25][C:9]=3[CH:10]=2)=[C:15]([OH:21])[CH:16]=1. The catalyst class is: 2. (2) Reactant: [NH2:1][CH2:2][CH2:3][C@H:4]([N:6]1[CH2:11][CH2:10][CH:9]([N:12]([C:21]2[CH:26]=[CH:25][C:24]([O:27][CH3:28])=[CH:23][CH:22]=2)[CH2:13][C:14]2[CH:15]=[N:16][CH:17]=[CH:18][C:19]=2[CH3:20])[CH2:8][CH2:7]1)[CH3:5].CCN=C=NCCCN(C)C.C1C=CC2N(O)N=NC=2C=1.[Br:50][C:51]1[N:59]=[CH:58][CH:57]=[C:56]([CH3:60])[C:52]=1[C:53](O)=[O:54].CCN(C(C)C)C(C)C. Product: [Br:50][C:51]1[N:59]=[CH:58][CH:57]=[C:56]([CH3:60])[C:52]=1[C:53]([NH:1][CH2:2][CH2:3][C@H:4]([N:6]1[CH2:7][CH2:8][CH:9]([N:12]([C:21]2[CH:26]=[CH:25][C:24]([O:27][CH3:28])=[CH:23][CH:22]=2)[CH2:13][C:14]2[CH:15]=[N:16][CH:17]=[CH:18][C:19]=2[CH3:20])[CH2:10][CH2:11]1)[CH3:5])=[O:54]. The catalyst class is: 3. (3) Reactant: Cl[C:2]1[CH:7]=[CH:6][N:5]=[C:4]([C:8]#[N:9])[CH:3]=1.C(=O)([O-])[O-:11].[Cs+].[Cs+].[OH:16][C:17]1[CH:22]=[CH:21][C:20]([CH2:23][CH2:24][C:25]([OH:27])=[O:26])=[CH:19][CH:18]=1. Product: [NH2:9][C:8]([C:4]1[CH:3]=[C:2]([O:16][C:17]2[CH:18]=[CH:19][C:20]([CH2:23][CH2:24][C:25]([OH:27])=[O:26])=[CH:21][CH:22]=2)[CH:7]=[CH:6][N:5]=1)=[O:11]. The catalyst class is: 3. (4) Reactant: [CH3:1][S-:2].[Na+].Cl[CH2:5][CH2:6][CH2:7][CH2:8][C:9]1[N:10]([CH2:23][CH2:24][CH3:25])[N:11]=[C:12]2[C:21]=1[C:20]1[CH:19]=[CH:18][CH:17]=[CH:16][C:15]=1[N:14]=[C:13]2[NH2:22]. Product: [CH3:1][S:2][CH2:5][CH2:6][CH2:7][CH2:8][C:9]1[N:10]([CH2:23][CH2:24][CH3:25])[N:11]=[C:12]2[C:21]=1[C:20]1[CH:19]=[CH:18][CH:17]=[CH:16][C:15]=1[N:14]=[C:13]2[NH2:22]. The catalyst class is: 174. (5) Reactant: [OH-].[K+].O[C:4]([CH3:10])([CH2:8][OH:9])[C:5]([OH:7])=[O:6].[CH2:11](Br)[C:12]1[CH:17]=[CH:16][CH:15]=[CH:14][CH:13]=1.O.[CH3:20]N(C=O)C. Product: [CH2:11]([O:7][C:5](=[O:6])[C:4]([CH3:10])([CH3:20])[CH2:8][OH:9])[C:12]1[CH:17]=[CH:16][CH:15]=[CH:14][CH:13]=1. The catalyst class is: 13. (6) The catalyst class is: 80. Reactant: [NH2:1][C:2]1[CH:10]=[CH:9][C:8]([CH2:11][CH2:12][N:13]2[CH2:18][CH2:17][O:16][CH2:15][CH2:14]2)=[CH:7][C:3]=1[C:4]([NH2:6])=[O:5].[CH3:19][C:20]1[CH:25]=[C:24]([CH:26]=O)[CH:23]=[C:22]([CH3:28])[N:21]=1.S([O-])(O)=O.[Na+].C1(C)C=CC(S(O)(=O)=O)=CC=1. Product: [CH3:19][C:20]1[CH:25]=[C:24]([C:26]2[NH:6][C:4](=[O:5])[C:3]3[C:2](=[CH:10][CH:9]=[C:8]([CH2:11][CH2:12][N:13]4[CH2:14][CH2:15][O:16][CH2:17][CH2:18]4)[CH:7]=3)[N:1]=2)[CH:23]=[C:22]([CH3:28])[N:21]=1. (7) Reactant: [C:1]([O:4][CH:5]1[O:18][C@H:17]([CH2:19][O:20][C:21](=[O:23])[CH3:22])[C@H:12]([O:13][C:14](=[O:16])[CH3:15])[C@H:11]([N:24]=[N+]=[N-])[C@H:6]1[O:7][C:8](=[O:10])[CH3:9])(=[O:3])[CH3:2].Cl.[CH2:28]([O:30][CH2:31][CH3:32])C. Product: [C:1]([O:4][CH:5]1[O:18][C@H:17]([CH2:19][O:20][C:21](=[O:23])[CH3:22])[C@H:12]([O:13][C:14](=[O:16])[CH3:15])[C@H:11]([NH:24][C:17](=[O:18])[C:12]2[CH:32]=[C:31]([O:30][CH3:28])[CH:5]=[C:6]([O:7][CH3:8])[CH:11]=2)[C@H:6]1[O:7][C:8](=[O:10])[CH3:9])(=[O:3])[CH3:2]. The catalyst class is: 29.